Dataset: Forward reaction prediction with 1.9M reactions from USPTO patents (1976-2016). Task: Predict the product of the given reaction. (1) Given the reactants [CH:1]12[CH2:10][CH:5]3[CH2:6][CH:7]([CH2:9][CH:3]([CH2:4]3)[CH:2]1[N:11]1[C:14](=[O:15])[C:13]([CH3:17])([CH3:16])[NH:12]1)[CH2:8]2.[C:18]1([CH3:28])[C:19]([S:24](Cl)(=[O:26])=[O:25])=[CH:20][CH:21]=[CH:22][CH:23]=1, predict the reaction product. The product is: [CH3:16][C:13]1([CH3:17])[N:12]([S:24]([C:19]2[CH:20]=[CH:21][CH:22]=[CH:23][C:18]=2[CH3:28])(=[O:26])=[O:25])[N:11]([CH:2]2[CH:3]3[CH2:4][CH:5]4[CH2:6][CH:7]([CH2:8][CH:1]2[CH2:10]4)[CH2:9]3)[C:14]1=[O:15]. (2) Given the reactants C([O:3][C:4]([C:6]1[N:7]=[C:8]([CH2:11][O:12][CH3:13])[S:9][CH:10]=1)=O)C.CC(C[AlH]CC(C)C)C.C(O)(=O)C.C(C(C(C([O-])=O)O)O)([O-])=O.[K+].[Na+], predict the reaction product. The product is: [CH3:13][O:12][CH2:11][C:8]1[S:9][CH:10]=[C:6]([CH:4]=[O:3])[N:7]=1. (3) Given the reactants [Br:1][C:2]1[CH:9]=[CH:8][C:5]([CH2:6]Br)=[CH:4][CH:3]=1.C(N(CC)CC)C.[NH:17]1[CH2:22][CH2:21][NH:20][CH2:19][C:18]1=[O:23], predict the reaction product. The product is: [Br:1][C:2]1[CH:9]=[CH:8][C:5]([CH2:6][N:20]2[CH2:21][CH2:22][NH:17][C:18](=[O:23])[CH2:19]2)=[CH:4][CH:3]=1. (4) Given the reactants [CH3:1][O:2][C:3]1[CH:8]=[C:7]([CH3:9])[C:6]([S:10]([N:13]([CH2:15][CH2:16][O:17][CH2:18][C:19]([OH:21])=O)[CH3:14])(=[O:12])=[O:11])=[C:5]([CH3:22])[CH:4]=1.[N:23]1[CH:28]=[CH:27][C:26]([C:29]2([OH:35])[CH2:34][CH2:33][NH:32][CH2:31][CH2:30]2)=[CH:25][CH:24]=1.C(=O)(O)[O-].[Na+], predict the reaction product. The product is: [OH:35][C:29]1([C:26]2[CH:27]=[CH:28][N:23]=[CH:24][CH:25]=2)[CH2:30][CH2:31][N:32]([C:19](=[O:21])[CH2:18][O:17][CH2:16][CH2:15][N:13]([CH3:14])[S:10]([C:6]2[C:5]([CH3:22])=[CH:4][C:3]([O:2][CH3:1])=[CH:8][C:7]=2[CH3:9])(=[O:11])=[O:12])[CH2:33][CH2:34]1. (5) The product is: [CH:29]1[C:30]2[C:25](=[C:24]([NH:23][C:11](=[O:13])/[CH:10]=[C:9](/[C:6]3[CH:5]=[CH:4][C:3]([C:2]([F:1])([F:16])[F:15])=[CH:8][CH:7]=3)\[CH3:14])[CH:33]=[CH:32][CH:31]=2)[CH:26]=[CH:27][N:28]=1. Given the reactants [F:1][C:2]([F:16])([F:15])[C:3]1[CH:8]=[CH:7][C:6](/[C:9](/[CH3:14])=[CH:10]/[C:11]([OH:13])=O)=[CH:5][CH:4]=1.C(Cl)(=O)C(Cl)=O.[NH2:23][C:24]1[CH:33]=[CH:32][CH:31]=[C:30]2[C:25]=1[CH:26]=[CH:27][N:28]=[CH:29]2.[H-].[Na+], predict the reaction product.